Dataset: Peptide-MHC class I binding affinity with 185,985 pairs from IEDB/IMGT. Task: Regression. Given a peptide amino acid sequence and an MHC pseudo amino acid sequence, predict their binding affinity value. This is MHC class I binding data. The peptide sequence is FPFKLAAAF. The MHC is Mamu-A2201 with pseudo-sequence Mamu-A2201. The binding affinity (normalized) is 1.00.